Dataset: Forward reaction prediction with 1.9M reactions from USPTO patents (1976-2016). Task: Predict the product of the given reaction. (1) Given the reactants [NH:1]([C:3]1[N:4]=[C:5]2[CH:11]=[CH:10][N:9]([S:12]([C:15]3[CH:21]=[CH:20][C:18]([CH3:19])=[CH:17][CH:16]=3)(=[O:14])=[O:13])[C:6]2=[N:7][CH:8]=1)[NH2:2].[C:22]([O:26][C:27]([NH:29][C@H:30]1[CH2:34][CH2:33][C@@H:32]([C:35](O)=[O:36])[CH2:31]1)=[O:28])([CH3:25])([CH3:24])[CH3:23].CCN=C=NCCCN(C)C.Cl.O, predict the reaction product. The product is: [S:12]([N:9]1[C:6]2=[N:7][CH:8]=[C:3]([NH:1][NH:2][C:35]([C@@H:32]3[CH2:33][CH2:34][C@H:30]([NH:29][C:27](=[O:28])[O:26][C:22]([CH3:24])([CH3:23])[CH3:25])[CH2:31]3)=[O:36])[N:4]=[C:5]2[CH:11]=[CH:10]1)([C:15]1[CH:21]=[CH:20][C:18]([CH3:19])=[CH:17][CH:16]=1)(=[O:13])=[O:14]. (2) Given the reactants [OH:1][CH2:2][CH:3]=[C:4]([CH2:6][CH2:7][CH:8]=[C:9]([CH2:11][CH2:12][CH:13]=[C:14]([CH3:16])[CH3:15])[CH3:10])[CH3:5], predict the reaction product. The product is: [CH3:5][CH:4]([CH2:6][CH2:7][CH2:8][CH:9]([CH3:10])[CH2:11][CH2:12][CH2:13][CH:14]([CH3:16])[CH3:15])[CH2:3][CH2:2][OH:1].